This data is from Catalyst prediction with 721,799 reactions and 888 catalyst types from USPTO. The task is: Predict which catalyst facilitates the given reaction. Reactant: C([O:9][C@@H:10]1[C@H:14]([CH2:15][O:16]C(=O)C2C=CC=CC=2)[O:13][C@H:12]([N:25]2[CH:32]=[C:31]([F:33])[C:29](=[O:30])[NH:28][C:26]2=[O:27])[CH2:11]1)(=O)C1C=CC=CC=1. Product: [C@H:12]1([N:25]2[CH:32]=[C:31]([F:33])[C:29](=[O:30])[NH:28][C:26]2=[O:27])[O:13][C@@H:14]([CH2:15][OH:16])[C@@H:10]([OH:9])[CH2:11]1. The catalyst class is: 24.